Dataset: Full USPTO retrosynthesis dataset with 1.9M reactions from patents (1976-2016). Task: Predict the reactants needed to synthesize the given product. (1) The reactants are: Cl[C:2]1[N:12]=[C:11]2[C:5]([N:6]([CH3:21])[C:7](=[O:20])[C:8]([CH3:19])([CH3:18])[CH2:9][N:10]2[CH:13]2[CH2:17][CH2:16][CH2:15][CH2:14]2)=[CH:4][N:3]=1.[NH2:22][C:23]1[CH:31]=[CH:30][C:26]([C:27]([OH:29])=[O:28])=[CH:25][C:24]=1OC.O.Cl. Given the product [CH:13]1([N:10]2[CH2:9][C:8]([CH3:19])([CH3:18])[C:7](=[O:20])[N:6]([CH3:21])[C:5]3[C:11]2=[N:12][C:2]([NH:22][C:23]2[CH:31]=[CH:30][C:26]([C:27]([OH:29])=[O:28])=[CH:25][CH:24]=2)=[N:3][CH:4]=3)[CH2:17][CH2:16][CH2:15][CH2:14]1, predict the reactants needed to synthesize it. (2) Given the product [CH3:69][O:70][C:28]([C:26]1[N:27]=[C:22]([C@@H:16]2[CH2:17][C@@H:18]([O:20][CH3:21])[CH2:19][N:15]2[C:13]([O:12][CH2:5][C:6]2[CH:7]=[CH:8][CH:9]=[CH:10][CH:11]=2)=[O:14])[N:23]([CH3:41])[C:24](=[O:40])[C:25]=1[O:39][C:47](=[O:3])[C:46]1[CH:67]=[CH:68][CH:43]=[CH:44][CH:45]=1)=[O:29], predict the reactants needed to synthesize it. The reactants are: CS(C)=[O:3].[CH2:5]([O:12][C:13]([N:15]1[CH2:19][C@H:18]([O:20][CH3:21])[CH2:17][C@H:16]1[C:22]1[N:23]([CH3:41])[C:24](=[O:40])[C:25]([OH:39])=[C:26]([C:28](NCC2C=CC(F)=CC=2)=[O:29])[N:27]=1)=[O:14])[C:6]1[CH:11]=[CH:10][CH:9]=[CH:8][CH:7]=1.F[C:43]1[CH:68]=[CH:67][C:46]([CH2:47]NC(C2N=C([C@@H]3C[C@@H](OC)CN3)N(C)C(=O)C=2O)=O)=[CH:45][CH:44]=1.[CH3:69][OH:70]. (3) Given the product [N+:1]([C:4]1[CH:5]=[C:6]([C:10]2[C:11]3[C:18]([C:19]([OH:21])=[O:20])=[CH:17][N:16]([CH2:24][O:25][CH2:26][CH2:27][Si:28]([CH3:31])([CH3:30])[CH3:29])[C:12]=3[N:13]=[CH:14][N:15]=2)[CH:7]=[CH:8][CH:9]=1)([O-:3])=[O:2], predict the reactants needed to synthesize it. The reactants are: [N+:1]([C:4]1[CH:5]=[C:6]([C:10]2[C:11]3[C:18]([C:19]([O:21]CC)=[O:20])=[CH:17][N:16]([CH2:24][O:25][CH2:26][CH2:27][Si:28]([CH3:31])([CH3:30])[CH3:29])[C:12]=3[N:13]=[CH:14][N:15]=2)[CH:7]=[CH:8][CH:9]=1)([O-:3])=[O:2].[Li+].[OH-]. (4) Given the product [OH:1][C:2]1[C@@H:3]([C@@H:9]([OH:12])[CH2:10][OH:11])[O:4][C:5](=[O:8])[C:6]=1[OH:7].[CH2:6]([OH:7])[CH:2]([OH:1])[CH3:3], predict the reactants needed to synthesize it. The reactants are: [OH:1][C:2]1[C@@H:3]([C@@H:9]([OH:12])[CH2:10][OH:11])[O:4][C:5](=[O:8])[C:6]=1[OH:7]. (5) Given the product [N:4]1[CH:5]=[CH:6][CH:7]=[C:2]([CH:1]([OH:8])[CH2:9][CH2:10][CH2:11][CH3:12])[CH:3]=1, predict the reactants needed to synthesize it. The reactants are: [CH:1](=[O:8])[C:2]1[CH:7]=[CH:6][CH:5]=[N:4][CH:3]=1.[CH2:9]([Li])[CH2:10][CH2:11][CH3:12].[Cl-].[NH4+].O.